This data is from Forward reaction prediction with 1.9M reactions from USPTO patents (1976-2016). The task is: Predict the product of the given reaction. Given the reactants [Br:1][C:2]1[CH:8]=[CH:7][C:5]([NH2:6])=[C:4](I)[C:3]=1[Cl:10].[CH2:11]([OH:14])[C:12]#[CH:13].CCN(CC)CC, predict the reaction product. The product is: [NH2:6][C:5]1[C:4]([C:13]#[C:12][CH2:11][OH:14])=[C:3]([Cl:10])[C:2]([Br:1])=[CH:8][CH:7]=1.